Dataset: Reaction yield outcomes from USPTO patents with 853,638 reactions. Task: Predict the reaction yield, written as a fraction of the theoretical maximum amount of product (1.0 means a 100% yield; for example, 0.34 means a 34% yield). (1) The reactants are [CH2:1]([C@:8]12[C:21]3[C:16](=[CH:17][C:18]([C:22]([O:24][CH3:25])=[O:23])=[CH:19][CH:20]=3)[CH2:15][CH2:14][C@H:13]1[CH2:12][C:11]1([O:29][CH2:28][CH2:27][O:26]1)[CH2:10][CH2:9]2)[C:2]1[CH:7]=[CH:6][CH:5]=[CH:4][CH:3]=1.[Mn]([O-])(=O)(=O)=[O:31].[K+].N1C=CC=CC=1.[O-]S([O-])(=O)=O.[Na+].[Na+]. The catalyst is C(Cl)Cl.O.O.O.O.O.S([O-])([O-])(=O)=O.[Cu+2].O. The product is [CH2:1]([C@:8]12[C:21]3[C:16](=[CH:17][C:18]([C:22]([O:24][CH3:25])=[O:23])=[CH:19][CH:20]=3)[C:15](=[O:31])[CH2:14][C@H:13]1[CH2:12][C:11]1([O:26][CH2:27][CH2:28][O:29]1)[CH2:10][CH2:9]2)[C:2]1[CH:3]=[CH:4][CH:5]=[CH:6][CH:7]=1. The yield is 0.600. (2) The reactants are [NH2:1][C:2]1[C:7]([O:8][CH2:9][C:10]2[CH:15]=[CH:14][CH:13]=[CH:12][CH:11]=2)=[CH:6][CH:5]=[CH:4][N:3]=1.Br[CH:17]([CH2:20][C:21]([CH3:26])([N+:23]([O-:25])=[O:24])[CH3:22])[CH:18]=O. The catalyst is C(O)C. The product is [CH3:22][C:21]([N+:23]([O-:25])=[O:24])([CH3:26])[CH2:20][C:17]1[N:3]2[CH:4]=[CH:5][CH:6]=[C:7]([O:8][CH2:9][C:10]3[CH:11]=[CH:12][CH:13]=[CH:14][CH:15]=3)[C:2]2=[N:1][CH:18]=1. The yield is 0.640. (3) The product is [Br:1][C:2]1[C:3]([N:42]([CH2:47][CH3:46])[CH2:41][C@H:31]2[CH2:36][CH2:35][C@H:34]([CH2:54][CH2:48][O:51][CH:30]3[CH2:29][CH2:28][CH2:27][CH2:26][O:25]3)[CH2:33][CH2:32]2)=[N:4][CH:5]=[C:6]([C:8]([F:9])([F:10])[F:11])[CH:7]=1. The reactants are [Br:1][C:2]1[C:3](CCNC[C@H]2CC[C@H](CCO)CC2)=[N:4][CH:5]=[C:6]([C:8]([F:11])([F:10])[F:9])[CH:7]=1.[O:25]1[CH:30]=[CH:29][CH2:28][CH2:27][CH2:26]1.[C:31]1([CH3:41])[CH:36]=[CH:35][C:34](S([O-])(=O)=O)=[CH:33][CH:32]=1.[NH+:42]1[CH:47]=[CH:46]C=CC=1.[C:48](=[O:51])(O)[O-].[Na+].Cl[CH2:54]Cl. The yield is 0.830. No catalyst specified. (4) The reactants are [NH2:1][C:2]1[S:3][CH:4]=[C:5]([Br:11])[C:6]=1[C:7]([O:9][CH3:10])=[O:8].[N:12]1[C:21]2[C:16](=[C:17]([CH2:22][C:23](O)=[O:24])[CH:18]=[CH:19][CH:20]=2)[CH:15]=[CH:14][CH:13]=1. No catalyst specified. The product is [Br:11][C:5]1[C:6]([C:7]([O:9][CH3:10])=[O:8])=[C:2]([NH:1][C:23](=[O:24])[CH2:22][C:17]2[CH:18]=[CH:19][CH:20]=[C:21]3[C:16]=2[CH:15]=[CH:14][CH:13]=[N:12]3)[S:3][CH:4]=1. The yield is 0.490. (5) The reactants are [CH3:1][S:2]([C:5]1[CH:10]=[CH:9][C:8](B(O)O)=[CH:7][CH:6]=1)(=[O:4])=[O:3].[CH3:14][O:15][C:16](=[O:38])[CH2:17][C:18]1[C:27]([CH3:28])=[C:26](OS(C(F)(F)F)(=O)=O)[C:25]2[C:20](=[CH:21][CH:22]=[C:23]([F:37])[CH:24]=2)[CH:19]=1.C(=O)([O-])[O-].[Cs+].[Cs+].CN(C=O)C. The catalyst is [Cl-].[Na+].O.C(OCC)(=O)C.C1C=CC(P(C2C=CC=CC=2)[C-]2C=CC=C2)=CC=1.C1C=CC(P(C2C=CC=CC=2)[C-]2C=CC=C2)=CC=1.Cl[Pd]Cl.[Fe+2]. The product is [CH3:14][O:15][C:16](=[O:38])[CH2:17][C:18]1[C:27]([CH3:28])=[C:26]([C:8]2[CH:9]=[CH:10][C:5]([S:2]([CH3:1])(=[O:4])=[O:3])=[CH:6][CH:7]=2)[C:25]2[C:20](=[CH:21][CH:22]=[C:23]([F:37])[CH:24]=2)[CH:19]=1. The yield is 0.850.